This data is from CYP2D6 inhibition data for predicting drug metabolism from PubChem BioAssay. The task is: Regression/Classification. Given a drug SMILES string, predict its absorption, distribution, metabolism, or excretion properties. Task type varies by dataset: regression for continuous measurements (e.g., permeability, clearance, half-life) or binary classification for categorical outcomes (e.g., BBB penetration, CYP inhibition). Dataset: cyp2d6_veith. (1) The molecule is C=CCn1c(Cc2ccc(OC)cc2)nnc1SCC(=O)c1cccc([N+](=O)[O-])c1. The result is 0 (non-inhibitor). (2) The compound is CCOC(=O)C1=C(C)N(C)C(=S)NC1c1ccccc1Cl. The result is 0 (non-inhibitor).